Dataset: Full USPTO retrosynthesis dataset with 1.9M reactions from patents (1976-2016). Task: Predict the reactants needed to synthesize the given product. The reactants are: C(OC(=O)[NH:7][C:8]1[CH:13]=[C:12]([CH:14]2[CH2:16][CH2:15]2)[C:11]([C:17]([F:20])([F:19])[F:18])=[CH:10][C:9]=1[NH:21][C:22](=[O:39])[CH2:23][C:24]([C:26]1[CH:31]=[CH:30][CH:29]=[C:28]([C:32]2[CH:37]=[CH:36][N:35]=[C:34]([CH3:38])[CH:33]=2)[CH:27]=1)=O)(C)(C)C.C(O)(C(F)(F)F)=O. Given the product [CH:14]1([C:12]2[C:11]([C:17]([F:20])([F:19])[F:18])=[CH:10][C:9]3[NH:21][C:22](=[O:39])[CH2:23][C:24]([C:26]4[CH:31]=[CH:30][CH:29]=[C:28]([C:32]5[CH:37]=[CH:36][N:35]=[C:34]([CH3:38])[CH:33]=5)[CH:27]=4)=[N:7][C:8]=3[CH:13]=2)[CH2:16][CH2:15]1, predict the reactants needed to synthesize it.